This data is from Forward reaction prediction with 1.9M reactions from USPTO patents (1976-2016). The task is: Predict the product of the given reaction. (1) The product is: [Cl:48][C:40]1[CH:39]=[C:38]([C:36]2[O:35][N:34]=[C:33]([C:28]3[CH:29]=[CH:30][CH:31]=[C:32]4[C:27]=3[N:26]([CH3:49])[CH:25]=[C:24]4[CH2:23][CH2:22][CH2:21][O:1][CH2:2][C:3]([O:5][CH2:6][CH3:7])=[O:4])[N:37]=2)[CH:43]=[CH:42][C:41]=1[O:44][CH:45]([CH3:46])[CH3:47]. Given the reactants [OH:1][CH2:2][C:3]([O:5][CH2:6][CH3:7])=[O:4].[H-].[Na+].CC1C=CC(S(O[CH2:21][CH2:22][CH2:23][C:24]2[C:32]3[C:27](=[C:28]([C:33]4[N:37]=[C:36]([C:38]5[CH:43]=[CH:42][C:41]([O:44][CH:45]([CH3:47])[CH3:46])=[C:40]([Cl:48])[CH:39]=5)[O:35][N:34]=4)[CH:29]=[CH:30][CH:31]=3)[N:26]([CH3:49])[CH:25]=2)(=O)=O)=CC=1, predict the reaction product. (2) Given the reactants [F:1][C:2]1[CH:3]=[C:4]([C:16]([O:18]C)=O)[C:5]2[C:6]3[C:14](=O)[CH2:13][NH:12][CH2:11][C:7]=3[NH:8][C:9]=2[CH:10]=1.[C:20](Cl)(=[O:25])[C:21]([CH3:24])([CH3:23])[CH3:22].C1(C(N2CC3NC4C=CC=C5C(=O)[NH:46][N:47]=C(C=3C=45)C2)=O)CC1, predict the reaction product. The product is: [F:1][C:2]1[CH:3]=[C:4]2[C:16](=[O:18])[NH:46][N:47]=[C:14]3[C:6]4[C:5]2=[C:9]([NH:8][C:7]=4[CH2:11][N:12]([C:20](=[O:25])[C:21]([CH3:24])([CH3:23])[CH3:22])[CH2:13]3)[CH:10]=1. (3) Given the reactants [CH:1]([C:4]1[CH:9]=[CH:8][C:7]([CH:10]2[C:14]3[C:15]([CH3:20])=[CH:16][CH:17]=[C:18]([CH3:19])[C:13]=3[O:12][C:11]2=[O:21])=[CH:6][CH:5]=1)([CH3:3])[CH3:2], predict the reaction product. The product is: [OH:21][CH2:11][CH:10]([C:14]1[C:15]([CH3:20])=[CH:16][CH:17]=[C:18]([CH3:19])[C:13]=1[OH:12])[C:7]1[CH:6]=[CH:5][C:4]([CH:1]([CH3:3])[CH3:2])=[CH:9][CH:8]=1. (4) Given the reactants [OH:1][C:2]1[C:3]([C:23]([NH:25][CH2:26][C:27]([O:29]CC)=[O:28])=[O:24])=[C:4]2[C:9](=[CH:10][CH:11]=1)[N:8]=[C:7]([C:12]1[CH:17]=[CH:16][CH:15]=[CH:14][CH:13]=1)[C:6]([C:18]1[S:19][CH:20]=[CH:21][N:22]=1)=[N:5]2.[OH-].[Na+], predict the reaction product. The product is: [OH:1][C:2]1[C:3]([C:23]([NH:25][CH2:26][C:27]([OH:29])=[O:28])=[O:24])=[C:4]2[C:9](=[CH:10][CH:11]=1)[N:8]=[C:7]([C:12]1[CH:13]=[CH:14][CH:15]=[CH:16][CH:17]=1)[C:6]([C:18]1[S:19][CH:20]=[CH:21][N:22]=1)=[N:5]2. (5) Given the reactants CC1C2C=C(O)C=CC=2N([CH2:18][C:19]2[CH:20]=[CH:21][C:22]([O:25][CH2:26][CH2:27][N:28]3CCCCCC3)=[CH:23][CH:24]=2)C=1C1C=CC(O)=CC=1.CC(O)=[O:38].OC1C=CC(CO)=CC=1.ClCC#N.C(=O)([O-])[O-].[K+].[K+], predict the reaction product. The product is: [OH:38][CH2:18][C:19]1[CH:20]=[CH:21][C:22]([O:25][CH2:26][C:27]#[N:28])=[CH:23][CH:24]=1. (6) Given the reactants C(Cl)(=O)C(Cl)=O.[CH2:7]([O:9][C:10]1[CH:18]=[CH:17][C:13]([C:14]([OH:16])=O)=[CH:12][CH:11]=1)[CH3:8].[Br:19][C:20]1[CH:25]=[CH:24][C:23]([Cl:26])=[CH:22][C:21]=1[O:27][CH3:28].[Cl-].[Al+3].[Cl-].[Cl-], predict the reaction product. The product is: [Br:19][C:20]1[CH:25]=[CH:24][C:23]([Cl:26])=[C:22]([C:14]([C:13]2[CH:12]=[CH:11][C:10]([O:9][CH2:7][CH3:8])=[CH:18][CH:17]=2)=[O:16])[C:21]=1[O:27][CH3:28].